The task is: Predict which catalyst facilitates the given reaction.. This data is from Catalyst prediction with 721,799 reactions and 888 catalyst types from USPTO. (1) Reactant: [CH3:1][N:2]1[CH2:6][CH2:5][CH2:4][C@:3]1([C:19]1[N:23]2[CH:24]=[C:25]([O:28][C@H:29]3[C:38]4[C:33](=[CH:34][CH:35]=[CH:36][CH:37]=4)[C@@H:32]([NH2:39])[CH2:31][CH2:30]3)[CH:26]=[CH:27][C:22]2=[N:21][N:20]=1)[CH2:7][O:8][Si:9]([CH:16]([CH3:18])[CH3:17])([CH:13]([CH3:15])[CH3:14])[CH:10]([CH3:12])[CH3:11].ClC(Cl)(Cl)C[O:43][C:44](=O)[NH:45][C:46]1[N:47]([C:55]2[CH:60]=[CH:59][C:58]([CH3:61])=[CH:57][CH:56]=2)[N:48]=[C:49]([C:51]([CH3:54])([CH3:53])[CH3:52])[CH:50]=1.CCN(C(C)C)C(C)C. Product: [C:51]([C:49]1[CH:50]=[C:46]([NH:45][C:44]([NH:39][C@@H:32]2[C:33]3[C:38](=[CH:37][CH:36]=[CH:35][CH:34]=3)[C@H:29]([O:28][C:25]3[CH:26]=[CH:27][C:22]4[N:23]([C:19]([C@:3]5([CH2:7][O:8][Si:9]([CH:16]([CH3:18])[CH3:17])([CH:13]([CH3:14])[CH3:15])[CH:10]([CH3:11])[CH3:12])[CH2:4][CH2:5][CH2:6][N:2]5[CH3:1])=[N:20][N:21]=4)[CH:24]=3)[CH2:30][CH2:31]2)=[O:43])[N:47]([C:55]2[CH:60]=[CH:59][C:58]([CH3:61])=[CH:57][CH:56]=2)[N:48]=1)([CH3:54])([CH3:52])[CH3:53]. The catalyst class is: 31. (2) Reactant: [OH2:1].[Br:2]N1C(=O)CCC1=O.[CH3:10][C:11]1[CH:12]=[C:13]2[C:17](=[CH:18][CH:19]=1)[CH2:16][CH:15]=[CH:14]2. Product: [Br:2][CH:15]1[CH2:16][C:17]2[C:13](=[CH:12][C:11]([CH3:10])=[CH:19][CH:18]=2)[CH:14]1[OH:1]. The catalyst class is: 16. (3) Reactant: [CH3:1][C:2]1[O:6][C:5]([N:7]2[CH2:12][CH2:11][CH:10]([NH2:13])[CH2:9][CH2:8]2)=[N:4][N:3]=1.Cl[C:15]1[N:20]=[C:19]([C:21]([OH:24])([CH3:23])[CH3:22])[CH:18]=[C:17]([CH2:25][C:26]2[CH:31]=[CH:30][C:29]([Cl:32])=[CH:28][CH:27]=2)[N:16]=1.C(N(CC)C(C)C)(C)C. Product: [Cl:32][C:29]1[CH:30]=[CH:31][C:26]([CH2:25][C:17]2[N:16]=[C:15]([NH:13][CH:10]3[CH2:9][CH2:8][N:7]([C:5]4[O:6][C:2]([CH3:1])=[N:3][N:4]=4)[CH2:12][CH2:11]3)[N:20]=[C:19]([C:21]([OH:24])([CH3:23])[CH3:22])[CH:18]=2)=[CH:27][CH:28]=1. The catalyst class is: 38. (4) Reactant: [O:1]1[CH:6]2[CH:2]1[CH2:3][O:4][CH2:5]2.[C:7]([O:11][C:12]([CH3:15])([CH3:14])[CH3:13])(=[O:10])[NH:8][NH2:9]. Product: [OH:1][CH:6]1[CH2:5][O:4][CH2:3][CH:2]1[NH:9][NH:8][C:7]([O:11][C:12]([CH3:15])([CH3:14])[CH3:13])=[O:10]. The catalyst class is: 41. (5) Reactant: [OH:1][CH2:2][CH2:3][NH:4][NH2:5].O=[C:7]([CH2:13][C:14](=O)[CH3:15])[C:8]([O:10][CH2:11][CH3:12])=[O:9]. Product: [OH:1][CH2:2][CH2:3][N:4]1[C:14]([CH3:15])=[CH:13][C:7]([C:8]([O:10][CH2:11][CH3:12])=[O:9])=[N:5]1. The catalyst class is: 8. (6) Reactant: [H-].[H-].[H-].[H-].[Li+].[Al+3].[Br:7][C:8]1[C:16]([CH3:17])=[CH:15][C:11]([C:12](O)=[O:13])=[CH:10][CH:9]=1.O. Product: [Br:7][C:8]1[C:16]([CH3:17])=[CH:15][C:11]([CH2:12][OH:13])=[CH:10][CH:9]=1. The catalyst class is: 1. (7) Reactant: Cl.C(N=C=NCCCN(C)C)C.[F:13][C:14]1[CH:15]=[C:16]([N:21]2[CH2:25][CH2:24][CH2:23][CH:22]2[C:26]2[CH:27]=[C:28]([C:43]([OH:45])=O)[CH:29]=[C:30]3[C:35]=2[O:34][C:33]([N:36]2[CH2:41][CH2:40][O:39][CH2:38][CH2:37]2)=[CH:32][C:31]3=[O:42])[CH:17]=[C:18]([F:20])[CH:19]=1.OC1C=CC=C[N+]=1[O-].[NH:54]1[CH2:59][CH2:58][O:57][CH2:56][CH2:55]1. Product: [F:20][C:18]1[CH:17]=[C:16]([N:21]2[CH2:25][CH2:24][CH2:23][CH:22]2[C:26]2[CH:27]=[C:28]([C:43]([N:54]3[CH2:59][CH2:58][O:57][CH2:56][CH2:55]3)=[O:45])[CH:29]=[C:30]3[C:35]=2[O:34][C:33]([N:36]2[CH2:37][CH2:38][O:39][CH2:40][CH2:41]2)=[CH:32][C:31]3=[O:42])[CH:15]=[C:14]([F:13])[CH:19]=1. The catalyst class is: 2. (8) Reactant: [N:1]([CH2:4][CH:5]([OH:15])[CH2:6][C:7]1[CH:12]=[CH:11][C:10]([O:13][CH3:14])=[CH:9][CH:8]=1)=[N+]=[N-].[H][H]. Product: [NH2:1][CH2:4][CH:5]([OH:15])[CH2:6][C:7]1[CH:12]=[CH:11][C:10]([O:13][CH3:14])=[CH:9][CH:8]=1. The catalyst class is: 105. (9) Reactant: [CH2:1]([O:8][C:9]([NH:11][C@H:12]([C:25](=O)[CH2:26]Br)[CH2:13][CH2:14][CH2:15][CH2:16][NH:17][C:18](=[O:24])[O:19][C:20]([CH3:23])([CH3:22])[CH3:21])=[O:10])[C:2]1[CH:7]=[CH:6][CH:5]=[CH:4][CH:3]=1.[CH3:29][O:30][C:31]1[CH:39]=[CH:38][C:34]([C:35](=[S:37])[NH2:36])=[CH:33][CH:32]=1. Product: [CH2:1]([O:8][C:9]([NH:11][C@H:12]([C:25]1[N:36]=[C:35]([C:34]2[CH:38]=[CH:39][C:31]([O:30][CH3:29])=[CH:32][CH:33]=2)[S:37][CH:26]=1)[CH2:13][CH2:14][CH2:15][CH2:16][NH:17][C:18](=[O:24])[O:19][C:20]([CH3:23])([CH3:22])[CH3:21])=[O:10])[C:2]1[CH:7]=[CH:6][CH:5]=[CH:4][CH:3]=1. The catalyst class is: 8. (10) Reactant: [F:1][C:2]1[C:7]([O:8][CH3:9])=[CH:6][C:5]([O:10][CH3:11])=[C:4]([F:12])[C:3]=1[N:13]1[CH2:18][C:17]2[CH:19]=[N:20][C:21]3[N:25](COCC[Si](C)(C)C)[C:24](=[O:34])[CH2:23][C:22]=3[C:16]=2[N:15]([CH3:35])[C:14]1=[O:36].C(=O)([O-])[O-].[Cs+].[Cs+].Br[CH2:44][CH2:45]Cl. Product: [F:1][C:2]1[C:7]([O:8][CH3:9])=[CH:6][C:5]([O:10][CH3:11])=[C:4]([F:12])[C:3]=1[N:13]1[CH2:18][C:17]2[CH:19]=[N:20][C:21]3[NH:25][C:24](=[O:34])[C:23]4([CH2:45][CH2:44]4)[C:22]=3[C:16]=2[N:15]([CH3:35])[C:14]1=[O:36]. The catalyst class is: 3.